This data is from Catalyst prediction with 721,799 reactions and 888 catalyst types from USPTO. The task is: Predict which catalyst facilitates the given reaction. Reactant: [H-].[Na+].[CH:3]1[C:16]2[C:15]3[C:10](=[CH:11][CH:12]=[CH:13][CH:14]=3)[CH2:9][NH:8][C:7]=2[CH:6]=[CH:5][CH:4]=1.[Br:17][C:18]1[CH:25]=[CH:24][CH:23]=[CH:22][C:19]=1[CH2:20]Br. Product: [Br:17][C:18]1[CH:25]=[CH:24][CH:23]=[CH:22][C:19]=1[CH2:20][N:8]1[CH2:9][C:10]2[C:15](=[CH:14][CH:13]=[CH:12][CH:11]=2)[C:16]2[CH:3]=[CH:4][CH:5]=[CH:6][C:7]1=2. The catalyst class is: 9.